From a dataset of Catalyst prediction with 721,799 reactions and 888 catalyst types from USPTO. Predict which catalyst facilitates the given reaction. (1) Reactant: Cl[C:2]1[C:7]([CH:8]=[CH:9][C:10]([NH:12][CH2:13][C:14]2[CH:19]=[CH:18][C:17]([NH:20][S:21]([CH3:24])(=[O:23])=[O:22])=[C:16]([F:25])[CH:15]=2)=[O:11])=[CH:6][CH:5]=[C:4]([C:26]([F:29])([F:28])[F:27])[N:3]=1.CN(C=O)C.[NH:35]1[CH2:39][CH2:38][CH2:37][CH2:36]1. Product: [F:25][C:16]1[CH:15]=[C:14]([CH:19]=[CH:18][C:17]=1[NH:20][S:21]([CH3:24])(=[O:23])=[O:22])[CH2:13][NH:12][C:10](=[O:11])[CH:9]=[CH:8][C:7]1[C:2]([N:35]2[CH2:39][CH2:38][CH2:37][CH2:36]2)=[N:3][C:4]([C:26]([F:29])([F:28])[F:27])=[CH:5][CH:6]=1. The catalyst class is: 25. (2) Reactant: [NH2:1][C:2]1[C:9](F)=[CH:8][C:5]([C:6]#[N:7])=[C:4]([F:11])[CH:3]=1.[K+:12].C(O[C:16]([S-:18])=[S:17])C. Product: [K+:12].[C:6]([C:5]1[C:4]([F:11])=[CH:3][C:2]2[N:1]=[C:16]([S-:18])[S:17][C:9]=2[CH:8]=1)#[N:7]. The catalyst class is: 3. (3) Reactant: [Cl:1][C:2]1[C:7]([CH3:8])=[CH:6][CH:5]=[C:4]([Cl:9])[C:3]=1[OH:10].[C:11](OC(=O)C)(=[O:13])[CH3:12]. Product: [Cl:1][C:2]1[C:7]([CH3:8])=[CH:6][CH:5]=[C:4]([Cl:9])[C:3]=1[O:10][C:11](=[O:13])[CH3:12]. The catalyst class is: 17. (4) Reactant: [OH:1][C@H:2]1[CH2:7][CH2:6][C@H:5]2[C@H:8]3[C:17]([C@@H:18]([C:20]4[CH:27]=[CH:26][C:23]([CH:24]=[O:25])=[CH:22][CH:21]=4)[CH2:19][C@:3]12[CH3:4])=[C:16]1[C:11](=[CH:12][C:13](=[O:28])[CH2:14][CH2:15]1)[CH2:10][CH2:9]3.C1C(=O)N([Br:36])C(=O)C1. Product: [Br:36][C:12]1[C:13](=[O:28])[CH2:14][CH2:15][C:16]2[C:11]=1[CH2:10][CH2:9][C@@H:8]1[C:17]=2[C@@H:18]([C:20]2[CH:21]=[CH:22][C:23]([CH:24]=[O:25])=[CH:26][CH:27]=2)[CH2:19][C@@:3]2([CH3:4])[C@H:5]1[CH2:6][CH2:7][C@@H:2]2[OH:1]. The catalyst class is: 1. (5) Reactant: Br[CH2:2][C:3]1[CH:8]=[CH:7][C:6]([C:9]([C:11]2[CH:16]=[CH:15][CH:14]=[C:13]([Cl:17])[CH:12]=2)=[O:10])=[CH:5][C:4]=1[Cl:18].[NH:19]1[CH2:24][CH2:23][O:22][CH2:21][CH2:20]1.ClC1C=C(C(C2C=CC(CN3CCCC3)=CC=2)=O)C=CC=1. Product: [Cl:18][C:4]1[CH:5]=[C:6]([C:9]([C:11]2[CH:16]=[CH:15][CH:14]=[C:13]([Cl:17])[CH:12]=2)=[O:10])[CH:7]=[CH:8][C:3]=1[CH2:2][N:19]1[CH2:24][CH2:23][O:22][CH2:21][CH2:20]1. The catalyst class is: 147.